Dataset: Forward reaction prediction with 1.9M reactions from USPTO patents (1976-2016). Task: Predict the product of the given reaction. (1) Given the reactants C(O[C:6]([N:8](C)[C:9]1[CH:14]=[C:13]([O:15]CC2C=CC(OC)=CC=2)[CH:12]=[CH:11][C:10]=1[NH:25][C:26](=O)[CH2:27][O:28][C:29]1[CH:30]=[C:31]([CH:36]=[CH:37][CH:38]=1)[C:32]([O:34][CH3:35])=[O:33])=O)(C)(C)C.[ClH:41].O1CCOCC1, predict the reaction product. The product is: [ClH:41].[OH:15][C:13]1[CH:12]=[CH:11][C:10]2[N:25]=[C:26]([CH2:27][O:28][C:29]3[CH:30]=[C:31]([CH:36]=[CH:37][CH:38]=3)[C:32]([O:34][CH3:35])=[O:33])[N:8]([CH3:6])[C:9]=2[CH:14]=1. (2) Given the reactants [CH3:1][O:2][C:3](=[O:15])[C:4]1[CH:9]=[C:8]([N+:10]([O-])=O)[C:7]([CH3:13])=[C:6]([I:14])[CH:5]=1, predict the reaction product. The product is: [CH3:1][O:2][C:3](=[O:15])[C:4]1[CH:5]=[C:6]([I:14])[C:7]([CH3:13])=[C:8]([NH2:10])[CH:9]=1. (3) Given the reactants [CH2:1]([O:3][C:4]([C:6]1[CH2:10][CH2:9][CH2:8][C:7]=1[C:11]1[CH:12]=[C:13]2[C:17](=[CH:18][CH:19]=1)[NH:16][CH:15]=[C:14]2[C:20]#[N:21])=[O:5])[CH3:2], predict the reaction product. The product is: [CH2:1]([O:3][C:4]([C@@H:6]1[CH2:10][CH2:9][CH2:8][C@@H:7]1[C:11]1[CH:12]=[C:13]2[C:17](=[CH:18][CH:19]=1)[NH:16][CH:15]=[C:14]2[C:20]#[N:21])=[O:5])[CH3:2]. (4) Given the reactants [CH3:1][O:2][C:3]1[C:4]2[CH2:5][C:6]3[CH2:10][N:9]([C@@H:11]([CH2:15][CH:16]4[CH2:21][CH2:20][CH2:19][CH2:18][CH2:17]4)[C:12](O)=[O:13])[C:8](=[O:22])[C:7]=3[O:23][C:24]=2[CH:25]=[CH:26][CH:27]=1.C(Cl)(=O)C(Cl)=O.[Cl:34][C:35]1[CH:36]=[CH:37][C:38]([NH2:41])=[N:39][CH:40]=1, predict the reaction product. The product is: [Cl:34][C:35]1[CH:36]=[CH:37][C:38]([NH:41][C:12](=[O:13])[C@@H:11]([N:9]2[CH2:10][C:6]3[CH2:5][C:4]4[C:3]([O:2][CH3:1])=[CH:27][CH:26]=[CH:25][C:24]=4[O:23][C:7]=3[C:8]2=[O:22])[CH2:15][CH:16]2[CH2:17][CH2:18][CH2:19][CH2:20][CH2:21]2)=[N:39][CH:40]=1. (5) Given the reactants C1(C)C=CC=CC=1.[CH3:8][Si:9]([CH3:17])([CH3:16])[C:10]#[C:11][C:12](=[O:15])[CH:13]=[CH2:14].CO.Cl, predict the reaction product. The product is: [CH3:8][Si:9]([CH3:17])([CH3:16])[C:10]#[C:11][C@H:12]([OH:15])[CH:13]=[CH2:14]. (6) The product is: [CH2:15]([C@@H:14]1[C@@H:6]([O:5][CH2:3][C:2]([CH3:44])=[CH2:1])[C@H:7]([CH3:43])[O:8][C:9](=[O:42])[C@@H:10]([NH:23][C:24]([C:26]2[C:31]([O:32][CH2:33][C:34]3[CH:35]=[CH:36][CH:37]=[CH:38][CH:39]=3)=[C:30]([O:40][CH3:41])[CH:29]=[CH:28][N:27]=2)=[O:25])[CH2:11][O:12][C:13]1=[O:22])[C:16]1[CH:17]=[CH:18][CH:19]=[CH:20][CH:21]=1. Given the reactants [CH3:1][CH:2]([CH3:44])[C:3]([O:5][C@@H:6]1[C@@H:14]([CH2:15][C:16]2[CH:21]=[CH:20][CH:19]=[CH:18][CH:17]=2)[C:13](=[O:22])[O:12][CH2:11][C@H:10]([NH:23][C:24]([C:26]2[C:31]([O:32][CH2:33][C:34]3[CH:39]=[CH:38][CH:37]=[CH:36][CH:35]=3)=[C:30]([O:40][CH3:41])[CH:29]=[CH:28][N:27]=2)=[O:25])[C:9](=[O:42])[O:8][C@H:7]1[CH3:43])=O, predict the reaction product. (7) Given the reactants [CH3:1][C:2]1[N:10]([CH:11]([CH3:14])[CH:12]=[O:13])[C:5]2=[N:6][CH:7]=[CH:8][CH:9]=[C:4]2[C:3]=1[C:15]([O:17][C:18]([CH3:21])([CH3:20])[CH3:19])=[O:16].[Si]([C:26]([F:29])([F:28])[F:27])(C)(C)C.CCCC[N+](CCCC)(CCCC)CCCC.[F-].[NH4+].[Cl-], predict the reaction product. The product is: [CH3:1][C:2]1[N:10]([CH:11]([CH:12]([OH:13])[C:26]([F:29])([F:28])[F:27])[CH3:14])[C:5]2=[N:6][CH:7]=[CH:8][CH:9]=[C:4]2[C:3]=1[C:15]([O:17][C:18]([CH3:20])([CH3:19])[CH3:21])=[O:16]. (8) Given the reactants [F:1][C:2]([F:26])([F:25])[C:3]1[CH:20]=[C:19]([C:21]([F:24])([F:23])[F:22])[CH:18]=[CH:17][C:4]=1[CH2:5][O:6][C:7]1[CH:8]=[C:9]([CH:12]=[CH:13][C:14]=1[O:15][CH3:16])[CH:10]=O.[CH3:27][NH:28][C:29]1[CH2:33][S:32][C:31](=[O:34])[N:30]=1.CC(C)([O-])C.[K+].[Cl-].[NH4+], predict the reaction product. The product is: [F:1][C:2]([F:25])([F:26])[C:3]1[CH:20]=[C:19]([C:21]([F:24])([F:23])[F:22])[CH:18]=[CH:17][C:4]=1[CH2:5][O:6][C:7]1[CH:8]=[C:9](/[CH:10]=[C:33]2/[C:29]([NH:28][CH3:27])=[N:30][C:31](=[O:34])[S:32]/2)[CH:12]=[CH:13][C:14]=1[O:15][CH3:16].